This data is from Forward reaction prediction with 1.9M reactions from USPTO patents (1976-2016). The task is: Predict the product of the given reaction. (1) Given the reactants [F:1][C:2]([F:32])([F:31])[C:3]1[CH:8]=[CH:7][C:6]([CH:9]([C:21]2[CH:26]=[CH:25][C:24]([C:27]([F:30])([F:29])[F:28])=[CH:23][CH:22]=2)[N:10]2[CH:15]=[CH:14][CH:13]=[C:12]([C:16]([O:18]C)=[O:17])[C:11]2=[O:20])=[CH:5][CH:4]=1, predict the reaction product. The product is: [F:29][C:27]([F:28])([F:30])[C:24]1[CH:23]=[CH:22][C:21]([CH:9]([C:6]2[CH:5]=[CH:4][C:3]([C:2]([F:32])([F:31])[F:1])=[CH:8][CH:7]=2)[N:10]2[CH:15]=[CH:14][CH:13]=[C:12]([C:16]([OH:18])=[O:17])[C:11]2=[O:20])=[CH:26][CH:25]=1. (2) The product is: [CH2:2]([SH:1])[CH2:3][CH2:4][CH2:5][CH2:6][CH2:7][CH2:2][CH2:3][CH2:4][CH3:5].[SH:1][CH:2]([OH:8])[CH2:3][CH2:4][CH2:5][CH2:6][CH3:7]. Given the reactants [SH:1][CH:2]([OH:8])[CH2:3][CH2:4][CH2:5][CH2:6][CH3:7], predict the reaction product. (3) Given the reactants [C:1](Cl)([C:14]1[CH:19]=[CH:18][CH:17]=[CH:16][CH:15]=1)([C:8]1[CH:13]=[CH:12][CH:11]=[CH:10][CH:9]=1)[C:2]1[CH:7]=[CH:6][CH:5]=[CH:4][CH:3]=1.[NH:21]1[CH:25]=[C:24]([CH:26]=[O:27])[N:23]=[CH:22]1.C(N(CC)CC)C, predict the reaction product. The product is: [C:1]([N:21]1[CH:25]=[C:24]([CH:26]=[O:27])[N:23]=[CH:22]1)([C:14]1[CH:19]=[CH:18][CH:17]=[CH:16][CH:15]=1)([C:8]1[CH:13]=[CH:12][CH:11]=[CH:10][CH:9]=1)[C:2]1[CH:7]=[CH:6][CH:5]=[CH:4][CH:3]=1. (4) Given the reactants [CH3:1][O:2][C:3]1[CH:4]=[CH:5][C:6]2[NH:7][C:8](=O)[C:9]3[N:10]([C:13]([CH2:17][CH2:18][C:19]([F:22])([F:21])[F:20])=[N:14][C:15]=3[CH3:16])[C:11]=2[N:12]=1.O=P(Cl)(Cl)[Cl:26], predict the reaction product. The product is: [Cl:26][C:8]1[C:9]2[N:10]([C:13]([CH2:17][CH2:18][C:19]([F:22])([F:21])[F:20])=[N:14][C:15]=2[CH3:16])[C:11]2[N:12]=[C:3]([O:2][CH3:1])[CH:4]=[CH:5][C:6]=2[N:7]=1.